This data is from Reaction yield outcomes from USPTO patents with 853,638 reactions. The task is: Predict the reaction yield, written as a fraction of the theoretical maximum amount of product (1.0 means a 100% yield; for example, 0.34 means a 34% yield). (1) The reactants are [CH:1]1([CH2:4][N:5]2[CH2:23][CH2:22][C@:12]34[C:13]5[C:14]6[O:21][C@H:11]3[CH:10]([CH:24]3[O:28][CH2:27][CH2:26][O:25]3)[CH2:9][CH2:8][C@@:7]4([OH:29])[C@H:6]2[CH2:19][C:18]=5[CH:17]=[CH:16][C:15]=6[OH:20])[CH2:3][CH2:2]1.N1C=CN=C1.[C:35]([Si:39]([CH3:42])([CH3:41])Cl)([CH3:38])([CH3:37])[CH3:36].O. The catalyst is CN(C=O)C. The product is [Si:39]([O:20][C:15]1[CH:16]=[CH:17][C:18]2[CH2:19][C@H:6]3[N:5]([CH2:4][CH:1]4[CH2:2][CH2:3]4)[CH2:23][CH2:22][C@:12]45[C:13]=2[C:14]=1[O:21][C@H:11]4[CH:10]([CH:24]1[O:25][CH2:26][CH2:27][O:28]1)[CH2:9][CH2:8][C@@:7]35[OH:29])([C:35]([CH3:38])([CH3:37])[CH3:36])([CH3:42])[CH3:41]. The yield is 0.800. (2) The catalyst is C1COCC1.CO. The reactants are C[O:2][C:3](=O)[C:4]1[CH:9]=[C:8]([C:10]#[N:11])[CH:7]=[CH:6][C:5]=1[CH2:12][N:13]([CH2:26][C:27]1[C:32]([CH3:33])=[CH:31][C:30]([CH3:34])=[CH:29][N:28]=1)[S:14]([C:17]1[CH:22]=[CH:21][CH:20]=[CH:19][C:18]=1[N+:23]([O-:25])=[O:24])(=[O:16])=[O:15].[Li+].[BH4-]. The product is [C:10]([C:8]1[CH:7]=[CH:6][C:5]([CH2:12][N:13]([CH2:26][C:27]2[C:32]([CH3:33])=[CH:31][C:30]([CH3:34])=[CH:29][N:28]=2)[S:14]([C:17]2[CH:22]=[CH:21][CH:20]=[CH:19][C:18]=2[N+:23]([O-:25])=[O:24])(=[O:16])=[O:15])=[C:4]([CH2:3][OH:2])[CH:9]=1)#[N:11]. The yield is 0.780. (3) The reactants are Br[C:2]1[S:3][CH:4]=[C:5]([CH:7]2[CH2:11][O:10][C:9]([CH3:13])([CH3:12])[O:8]2)[N:6]=1.CCCCCC.C([Li])CCC.CN(C)[CH:27]=[O:28].C(O)(=O)CC(CC(O)=O)(C(O)=O)O. The catalyst is O1CCCC1. The product is [CH3:12][C:9]1([CH3:13])[O:8][CH:7]([C:5]2[N:6]=[C:2]([CH:27]=[O:28])[S:3][CH:4]=2)[CH2:11][O:10]1. The yield is 0.420. (4) The reactants are [Cl:1][CH2:2][CH:3]1[C:11]2[C:10]3[C:12]([N+:16]([O-:18])=[O:17])=[CH:13][CH:14]=[CH:15][C:9]=3[CH:8]=[CH:7][C:6]=2[N:5](C(=O)C(F)(F)F)[CH2:4]1.C([O-])([O-])=O.[Cs+].[Cs+].CC(O)=O. The catalyst is O1CCOCC1.O.CO. The product is [Cl:1][CH2:2][CH:3]1[C:11]2[C:10]3[C:12]([N+:16]([O-:18])=[O:17])=[CH:13][CH:14]=[CH:15][C:9]=3[CH:8]=[CH:7][C:6]=2[NH:5][CH2:4]1. The yield is 0.910. (5) The reactants are [Br:1][C:2]1[CH:3]=[N:4][N:5]2[CH:10]=[CH:9][C:8]([CH2:11][CH3:12])=[CH:7][C:6]=12.C1C(=O)N([Br:20])C(=O)C1.C(OOC(=O)C1C=CC=CC=1)(=O)C1C=CC=CC=1.O. The catalyst is C(Cl)(Cl)(Cl)Cl. The product is [Br:1][C:2]1[CH:3]=[N:4][N:5]2[CH:10]=[CH:9][C:8]([CH:11]([Br:20])[CH3:12])=[CH:7][C:6]=12. The yield is 0.290.